From a dataset of Full USPTO retrosynthesis dataset with 1.9M reactions from patents (1976-2016). Predict the reactants needed to synthesize the given product. (1) The reactants are: N1(CC2C3C=CC=C(C#N)C=3CC2)CCNCC1.BrCCC1C=CC2C(=O)OCC=2C=1.N1CCOCC1.[O:38]=[C:39]1[C:43]2[CH:44]=[C:45]([CH2:48][CH2:49][N:50]3[CH2:55][CH2:54][N:53]([CH2:56][CH:57]4[C:65]5[CH:64]=[CH:63][CH:62]=[C:61]([C:66]#[N:67])[C:60]=5[CH2:59][CH2:58]4)[CH2:52][CH2:51]3)[CH:46]=[CH:47][C:42]=2[CH2:41][O:40]1. Given the product [O:40]=[C:41]1[C:42]2[C:43](=[CH:44][C:45]([CH2:48][CH2:49][N:50]3[CH2:55][CH2:54][N:53]([CH2:56][CH:57]4[C:65]5[CH:64]=[CH:63][CH:62]=[C:61]([C:66]#[N:67])[C:60]=5[CH2:59][CH2:58]4)[CH2:52][CH2:51]3)=[CH:46][CH:47]=2)[CH2:39][O:38]1, predict the reactants needed to synthesize it. (2) The reactants are: [H-].[Al+3].[Li+].[H-].[H-].[H-].C[O:8][C:9](=O)[C:10]1[CH:15]=[C:14]([C:16]([F:19])([F:18])[F:17])[CH:13]=[C:12]([N+:20]([O-:22])=[O:21])[CH:11]=1. Given the product [F:17][C:16]([F:18])([F:19])[C:14]1[CH:13]=[C:12]([N+:20]([O-:22])=[O:21])[CH:11]=[C:10]([CH:15]=1)[CH2:9][OH:8], predict the reactants needed to synthesize it.